Task: Predict the reaction yield, written as a fraction of the theoretical maximum amount of product (1.0 means a 100% yield; for example, 0.34 means a 34% yield).. Dataset: Reaction yield outcomes from USPTO patents with 853,638 reactions (1) The reactants are [NH2:1][C:2]1[CH:3]=[CH:4][C:5]([Cl:9])=[C:6]([OH:8])[CH:7]=1.[Br-:10].[Br-].[Br-].C([N+](CCCC)(CCCC)CCCC)CCC.C([N+](CCCC)(CCCC)CCCC)CCC.C([N+](CCCC)(CCCC)CCCC)CCC. The catalyst is ClCCl.CO. The product is [NH2:1][C:2]1[C:3]([Br:10])=[CH:4][C:5]([Cl:9])=[C:6]([OH:8])[CH:7]=1. The yield is 0.180. (2) The reactants are [F:1][C:2]1[CH:7]=[C:6]([NH:8][S:9]([C:12]2[CH:17]=[CH:16][CH:15]=[CH:14][C:13]=2[N+:18]([O-:20])=[O:19])(=[O:11])=[O:10])[CH:5]=[CH:4][C:3]=1[CH2:21][CH2:22][C:23]([O:25][CH2:26][CH3:27])=[O:24].[Si]([O:35][C:36]1[CH:44]=[CH:43][CH:42]=[C:41]2[C:37]=1[CH2:38][CH2:39][CH:40]2O)(C(C)(C)C)(C)C.C1(P(C2C=CC=CC=2)C2C=CC=CC=2)C=CC=CC=1.N(C(OCC)=O)=NC(OCC)=O.[F-].C([N+](CCCC)(CCCC)CCCC)CCC. The catalyst is O1CCCC1.C(OCC)(=O)C. The product is [F:1][C:2]1[CH:7]=[C:6]([N:8]([CH:40]2[C:41]3[C:37](=[C:36]([OH:35])[CH:44]=[CH:43][CH:42]=3)[CH2:38][CH2:39]2)[S:9]([C:12]2[CH:17]=[CH:16][CH:15]=[CH:14][C:13]=2[N+:18]([O-:20])=[O:19])(=[O:10])=[O:11])[CH:5]=[CH:4][C:3]=1[CH2:21][CH2:22][C:23]([O:25][CH2:26][CH3:27])=[O:24]. The yield is 0.810. (3) The reactants are [Cl:1][C:2]([Cl:9])([Cl:8])[CH2:3][O:4][C:5](Cl)=[O:6].[CH3:10][C@@H:11]1[N:34]([CH3:35])[CH2:33][C@:16]23[CH2:17][CH2:18][C@@H:19]4[C@@:24]5([CH3:32])[CH2:25][CH2:26][C@H:27]([N:29](C)[CH3:30])[CH2:28][C:23]5=[CH:22][CH2:21][C@H:20]4[C@@H:15]2[CH2:14][CH2:13][C@H:12]13. The catalyst is C1C=CC=CC=1. The product is [Cl:1][C:2]([Cl:9])([Cl:8])[CH2:3][O:4][C:5](=[O:6])[N:29]([CH3:30])[CH:27]1[CH2:28][C:23]2[C:24]([CH3:32])([CH:19]3[CH:20]([CH2:21][CH:22]=2)[CH:15]2[CH2:14][CH2:13][CH:12]4[CH:11]([CH3:10])[N:34]([CH3:35])[CH2:33][C:16]24[CH2:17][CH2:18]3)[CH2:25][CH2:26]1. The yield is 0.610. (4) The reactants are [Br:1][C:2]1[CH:7]=[CH:6][C:5]([C@@H:8]([NH:10][CH2:11][CH2:12][C:13]2[CH:18]=[C:17]([O:19][CH3:20])[C:16]([N+:21]([O-:23])=[O:22])=[CH:15][C:14]=2[Cl:24])[CH3:9])=[CH:4][CH:3]=1.C(N(CC)CC)C.[CH3:32][C:33]([O:36][C:37](O[C:37]([O:36][C:33]([CH3:35])([CH3:34])[CH3:32])=[O:38])=[O:38])([CH3:35])[CH3:34].O. The catalyst is C(Cl)Cl. The product is [C:33]([O:36][C:37](=[O:38])[N:10]([C@H:8]([C:5]1[CH:6]=[CH:7][C:2]([Br:1])=[CH:3][CH:4]=1)[CH3:9])[CH2:11][CH2:12][C:13]1[CH:18]=[C:17]([O:19][CH3:20])[C:16]([N+:21]([O-:23])=[O:22])=[CH:15][C:14]=1[Cl:24])([CH3:35])([CH3:34])[CH3:32]. The yield is 0.970. (5) The reactants are Cl[S:2]([C:5]1[CH:14]=[CH:13][C:12]2[NH:11][C:10](=[O:15])[C:9]3[NH:16][CH:17]=[C:18]([C:19]([OH:21])=[O:20])[C:8]=3[C:7]=2[CH:6]=1)(=[O:4])=[O:3].S(Cl)(Cl)=O.[NH3:26]. The catalyst is C(O)C. The product is [O:15]=[C:10]1[C:9]2[NH:16][CH:17]=[CH:18][C:8]=2[C:7]2[CH:6]=[C:5]([S:2](=[O:4])(=[O:3])[NH2:26])[CH:14]=[CH:13][C:12]=2[NH:11]1.[CH2:18]([C:19]([O-:21])=[O:20])[CH3:17]. The yield is 0.0300. (6) The reactants are [CH3:1][C:2]([O:14][Si](C)(C)C)([CH3:13])[C:3]#[C:4][C:5]([C:7]1[CH:12]=[CH:11][N:10]=[CH:9][CH:8]=1)=[O:6].CC1C=CC(S(O)(=O)=O)=CC=1. The catalyst is C(Cl)Cl. The product is [OH:14][C:2]([CH3:13])([CH3:1])[C:3]#[C:4][C:5]([C:7]1[CH:8]=[CH:9][N:10]=[CH:11][CH:12]=1)=[O:6]. The yield is 0.970. (7) The reactants are C(=O)([O-])[O-:2].[K+].[K+].[CH3:7][O:8][CH:9]([O:12][CH3:13])[CH:10]=O.[CH2:14]([O:16][CH2:17][CH3:18])[CH3:15]. The catalyst is O1CCCC1.O. The product is [CH2:14]([O:16][C:17](=[O:2])[CH:18]=[CH:10][CH:9]([O:8][CH3:7])[O:12][CH3:13])[CH3:15]. The yield is 0.900.